Task: Predict the reactants needed to synthesize the given product.. Dataset: Full USPTO retrosynthesis dataset with 1.9M reactions from patents (1976-2016) (1) Given the product [C:4]([O:1][C:19]([N:14]1[CH2:13][CH2:12][NH:11][C@@H:10]([CH2:3][C:4]2[CH:9]=[CH:8][CH:7]=[CH:6][CH:5]=2)[CH2:15]1)=[O:20])([CH3:9])([CH3:5])[CH3:3], predict the reactants needed to synthesize it. The reactants are: [OH-:1].[Na+].[CH2:3]([C@H:10]1[CH2:15][NH:14][CH2:13][CH2:12][NH:11]1)[C:4]1[CH:9]=[CH:8][CH:7]=[CH:6][CH:5]=1.C(Cl)Cl.[CH3:19][OH:20]. (2) Given the product [F:17][C:15]1[CH:16]=[C:11]([CH2:10][C@@H:9]([C:19]2[C:24]([C:25]3[CH:26]=[C:27]([CH:31]=[CH:32][CH:33]=3)[C:28]([NH2:30])=[O:29])=[CH:23][CH:22]=[CH:21][N:20]=2)[NH:8][C:45](=[O:46])[CH2:44][CH:43]2[C:42]3[C:37](=[CH:38][CH:39]=[CH:40][CH:41]=3)[NH:36][C:35]2=[O:34])[CH:12]=[C:13]([F:18])[CH:14]=1, predict the reactants needed to synthesize it. The reactants are: FC(F)(F)C(O)=O.[NH2:8][C@H:9]([C:19]1[C:24]([C:25]2[CH:26]=[C:27]([CH:31]=[CH:32][CH:33]=2)[C:28]([NH2:30])=[O:29])=[CH:23][CH:22]=[CH:21][N:20]=1)[CH2:10][C:11]1[CH:16]=[C:15]([F:17])[CH:14]=[C:13]([F:18])[CH:12]=1.[O:34]=[C:35]1[CH:43]([CH2:44][C:45](O)=[O:46])[C:42]2[C:37](=[CH:38][CH:39]=[CH:40][CH:41]=2)[NH:36]1. (3) Given the product [CH2:1]([O:3][C:4]([C:6]1[C:11](=[O:12])[NH:10][CH:9]([NH:23][C:24]2[CH:25]=[CH:26][C:27]3[O:31][C:30]([CH2:32][CH3:33])=[C:29]([CH3:34])[C:28]=3[CH:35]=2)[N:8]([CH2:15][C:16]2[CH:21]=[CH:20][C:19]([Cl:22])=[CH:18][CH:17]=2)[CH:7]=1)=[O:5])[CH3:2], predict the reactants needed to synthesize it. The reactants are: [CH2:1]([O:3][C:4]([C:6]1[C:11](=[O:12])[NH:10][CH:9](SC)[N:8]([CH2:15][C:16]2[CH:21]=[CH:20][C:19]([Cl:22])=[CH:18][CH:17]=2)[CH:7]=1)=[O:5])[CH3:2].[NH2:23][C:24]1[CH:25]=[CH:26][C:27]2[O:31][C:30]([CH2:32][CH3:33])=[C:29]([CH3:34])[C:28]=2[CH:35]=1.C(O)(C)(C)C.C(=O)([O-])O.[Na+]. (4) Given the product [O:36]1[CH:37]=[CH:38][C:34]([C:27]2[CH:28]=[C:29]([C:30]([F:31])([F:33])[F:32])[C:24]3[N:25]([CH:39]=[C:22]([C:20]([N:18]4[CH2:17][CH:16]([NH:15][S:2]([CH3:1])(=[O:4])=[O:3])[CH2:19]4)=[O:21])[N:23]=3)[CH:26]=2)=[CH:35]1, predict the reactants needed to synthesize it. The reactants are: [CH3:1][S:2](Cl)(=[O:4])=[O:3].C(N(CC)C(C)C)(C)C.[NH2:15][CH:16]1[CH2:19][N:18]([C:20]([C:22]2[N:23]=[C:24]3[C:29]([C:30]([F:33])([F:32])[F:31])=[CH:28][C:27]([C:34]4[CH:38]=[CH:37][O:36][CH:35]=4)=[CH:26][N:25]3[CH:39]=2)=[O:21])[CH2:17]1.O.